From a dataset of Forward reaction prediction with 1.9M reactions from USPTO patents (1976-2016). Predict the product of the given reaction. (1) Given the reactants [H-].[Na+].Cl.[OH:4][NH2:5].[F:6][C:7]1[CH:8]=[C:9]2[C:13](=[CH:14][CH:15]=1)[NH:12][C:11](=[O:16])/[C:10]/2=[CH:17]\[C:18]1[NH:22][C:21]([CH3:23])=[C:20]([C:24]([NH:26][CH2:27][CH2:28][CH2:29][CH2:30][CH2:31][C:32]([O:34]C)=O)=[O:25])[C:19]=1[CH3:36], predict the reaction product. The product is: [OH:4][NH:5][C:32]([CH2:31][CH2:30][CH2:29][CH2:28][CH2:27][NH:26][C:24]([C:20]1[C:19]([CH3:36])=[C:18](/[CH:17]=[C:10]2\[C:11](=[O:16])[NH:12][C:13]3[C:9]\2=[CH:8][C:7]([F:6])=[CH:15][CH:14]=3)[NH:22][C:21]=1[CH3:23])=[O:25])=[O:34]. (2) Given the reactants N1C=CC=CC=1.Cl[CH2:8][CH2:9][CH2:10][CH2:11][CH2:12][CH2:13][OH:14].[C:15](OC(=O)C)(=[O:17])[CH3:16], predict the reaction product. The product is: [C:15]([O:14][CH:13]1[CH2:12][CH2:11][CH2:10][CH2:9][CH2:8]1)(=[O:17])[CH3:16]. (3) Given the reactants NC1(C2C=CC(C3C(C4C=CC=CC=4)=CC4C(=O)CCCC=4N=3)=CC=2)CCC1.C(OC(=O)[NH:35][C:36]1([C:40]2[CH:45]=[CH:44][C:43]([C:46]3[C:47]([C:57]4[CH:62]=[CH:61][CH:60]=[CH:59][CH:58]=4)=[CH:48][C:49]4[NH:54][C:53](=[O:55])[CH2:52][O:51][C:50]=4[N:56]=3)=[CH:42][CH:41]=2)[CH2:39][CH2:38][CH2:37]1)(C)(C)C, predict the reaction product. The product is: [NH2:35][C:36]1([C:40]2[CH:41]=[CH:42][C:43]([C:46]3[C:47]([C:57]4[CH:62]=[CH:61][CH:60]=[CH:59][CH:58]=4)=[CH:48][C:49]4[NH:54][C:53](=[O:55])[CH2:52][O:51][C:50]=4[N:56]=3)=[CH:44][CH:45]=2)[CH2:39][CH2:38][CH2:37]1.